This data is from Experimentally validated miRNA-target interactions with 360,000+ pairs, plus equal number of negative samples. The task is: Binary Classification. Given a miRNA mature sequence and a target amino acid sequence, predict their likelihood of interaction. (1) The miRNA is hsa-miR-2052 with sequence UGUUUUGAUAACAGUAAUGU. The protein sequence of the target gene is MESGHLLWALLFMQSLWPQLTDGATRVYYLGIRDVQWNYAPKGRNVITNQPLDSDIVASSFLKSDKNRIGGTYKKTIYKEYKDDSYTDEVAQPAWLGFLGPVLQAEVGDVILIHLKNFATRPYTIHPHGVFYEKDSEGSLYPDGSSGPLKADDSVPPGGSHIYNWTIPEGHAPTDADPACLTWIYHSHVDAPRDIATGLIGPLITCKRGALDGNSPPQRQDVDHDFFLLFSVVDENLSWHLNENIATYCSDPASVDKEDETFQESNRMHAINGFVFGNLPELNMCAQKRVAWHLFGMGNE.... Result: 0 (no interaction). (2) Result: 0 (no interaction). The protein sequence of the target gene is MEIVGCRAENNSCPFRPPAMLFHGISGGHIQGIMEEMERRSKTEARLTKGTQLNGRDAGMPPLSPEKPALCAGCGGKISDRYYLLAVDKQWHLRCLKCCECKLALESELTCFAKDGSIYCKEDYYRRFSVQRCARCHLGISASEMVMRARDSVYHLSCFTCSTCNKTLTTGDHFGMKDSLVYCRAHFETLLQGEYPPQLSYTELAAKSGGLALPYFNGTGTVQKGRPRKRKSPALGVDIVNYNSGCNENEADHLDRDQQPYPPSQKTKRMRTSFKHHQLRTMKSYFAINHNPDAKDLKQL.... The miRNA is hsa-miR-608 with sequence AGGGGUGGUGUUGGGACAGCUCCGU. (3) Result: 1 (interaction). The protein sequence of the target gene is MRGTSCVGGGAESPGGAGLSEGPRGRWLRLAPVCAYFLCVSLAAVLLAVYYGLIWVPTRSPAAPAGPQPSAPSPPCAARPGVPPVPAPAAASLSCLLGVPGGPRPQLQLPLSRRRRYSDPDRRPSRQTPRETPEAAEGRRPG. The miRNA is hsa-miR-6799-5p with sequence GGGGAGGUGUGCAGGGCUGG. (4) The miRNA is rno-miR-144-3p with sequence UACAGUAUAGAUGAUGUACU. The protein sequence of the target gene is MAHITINQYLQQVYEAIDSRDGASCAELVSFKHPHVANPRLQMASPEEKCQQVLEPPYDEMFAAHLRCTYAVGNHDFIEAYKCQTVIVQSFLRAFQAHKEENWALPVMYAVALDLRVFANNADQQLVKKGKSKVGDMLEKAAELLMSCFRVCASDTRAGIEDSKKWGMLFLVNQLFKIYFKINKLHLCKPLIRAIDSSNLKDDYSTAQRVTYKYYVGRKAMFDSDFKQAEEYLSFAFEHCHRSSQKNKRMILIYLLPVKMLLGHMPTVELLKKYHLMQFAEVTRAVSEGNLLLLHEALAK.... Result: 0 (no interaction). (5) The miRNA is mmu-miR-466a-3p with sequence UAUACAUACACGCACACAUAAGA. The protein sequence of the target gene is MVLSQRQRDELNRAIADYLRSNGYEEAYSVFKKEAELDMNEELDKKYAGLLEKKWTSVIRLQKKVMELESKLNEAKEEFTSGGPLGQKRDPKEWIPRPPEKYALSGHRSPVTRVIFHPVFSVMVSASEDATIKVWDYETGDFERTLKGHTDSVQDISFDHSGKLLASCSADMTIKLWDFQGFECIRTMHGHDHNVSSVAIMPNGDHIVSASRDKTIKMWEVQTGYCVKTFTGHREWVRMVRPNQDGTLIASCSNDQTVRVWVVATKECKAELREHEHVVECISWAPESSYSSISEATGSE.... Result: 1 (interaction). (6) The miRNA is hsa-miR-548v with sequence AGCUACAGUUACUUUUGCACCA. The protein sequence of the target gene is MYQGHMQKSKEQGYGKLSSDEDLEIIVDQKQGKGSRAADKAVAMVMKEIPREESAEEKPLLTMTSQLVNEQQESRPLLSPSIDDFLCETKSEAIARPVTSNTAVLTTGLDLLDLSEPVSQTQTKAKKSEPSSKTSSLKKKADGSDLISTDAEQRGQPLRVPETSSLDLDIQTQLEKWDDVKFHGDRNTKGHPMAERKSSSSRTGSKELLWSSEHRSQPELSGGKSALNSESASELELVAPTQARLTKEHRWGSALLSRNHSLEEEFERAKAAVESDTEFWDKMQAEWEEMARRNWISENQ.... Result: 1 (interaction).